Task: Predict which catalyst facilitates the given reaction.. Dataset: Catalyst prediction with 721,799 reactions and 888 catalyst types from USPTO Reactant: Cl.[S:2]1[C:6]2[CH:7]=[C:8]([O:11][C:12]3[CH:17]=[CH:16][C:15]([NH:18][C:19]4[C:20]5[N:27]([CH2:28][CH2:29][NH:30][C:31](=[O:37])OC(C)(C)C)[CH:26]=[CH:25][C:21]=5[N:22]=[CH:23][N:24]=4)=[CH:14][C:13]=3[Cl:38])[CH:9]=[CH:10][C:5]=2[CH:4]=[CH:3]1.Cl.[C:40](OCC)(=O)C. Product: [ClH:38].[S:2]1[C:6]2[CH:7]=[C:8]([O:11][C:12]3[CH:17]=[CH:16][C:15]([NH:18][C:19]4[C:20]5[N:27]([CH2:28][CH2:29][NH:30][C:31](=[O:37])[CH3:40])[CH:26]=[CH:25][C:21]=5[N:22]=[CH:23][N:24]=4)=[CH:14][C:13]=3[Cl:38])[CH:9]=[CH:10][C:5]=2[CH:4]=[CH:3]1. The catalyst class is: 8.